Dataset: CYP2C9 inhibition data for predicting drug metabolism from PubChem BioAssay. Task: Regression/Classification. Given a drug SMILES string, predict its absorption, distribution, metabolism, or excretion properties. Task type varies by dataset: regression for continuous measurements (e.g., permeability, clearance, half-life) or binary classification for categorical outcomes (e.g., BBB penetration, CYP inhibition). Dataset: cyp2c9_veith. (1) The compound is CCN(CC)c1ccc2cc(C(C)=O)c(=O)oc2c1. The result is 0 (non-inhibitor). (2) The molecule is C=CCOC(=O)C1=C(C)NC(SCC(=O)Nc2nccs2)=C(C#N)C1c1ccc(Cl)cc1. The result is 1 (inhibitor). (3) The molecule is O=C(CSC1=NCCN1)c1ccccc1. The result is 0 (non-inhibitor). (4) The drug is Cn1c(C(=O)O)c(CC(=O)NCc2cccnc2)c2ccccc21. The result is 1 (inhibitor). (5) The drug is FC(F)(F)c1ccccc1-c1cncnc1NCCN1CCOCC1. The result is 0 (non-inhibitor). (6) The compound is CN1c2ccccc2C(O)=C(C(=O)Nc2ccccc2)S1(=O)=O. The result is 1 (inhibitor).